From a dataset of Full USPTO retrosynthesis dataset with 1.9M reactions from patents (1976-2016). Predict the reactants needed to synthesize the given product. (1) Given the product [Cl:1][C:2]1[CH:3]=[C:4]([C:9]2[CH:10]=[C:11]3[CH:16]=[CH:15][C:14]([C:17]([F:20])([F:19])[F:18])=[CH:13][N:12]3[N:21]=2)[CH:5]=[C:6]([Cl:8])[CH:7]=1, predict the reactants needed to synthesize it. The reactants are: [Cl:1][C:2]1[CH:3]=[C:4]([C:9](=[N:21]O)[CH2:10][C:11]2[CH:16]=[CH:15][C:14]([C:17]([F:20])([F:19])[F:18])=[CH:13][N:12]=2)[CH:5]=[C:6]([Cl:8])[CH:7]=1.C(OC(C(F)(F)F)=O)(C(F)(F)F)=O.C(N(CC)CC)C.O. (2) Given the product [CH3:3][O:4][C:5]1[CH:6]=[C:7]([CH2:13][CH2:14][O:15][C:16]2[N:21]=[C:20]([C:22]3[CH:23]=[C:24]([CH:30]=[CH:31][CH:32]=3)[C:25]([OH:27])=[O:26])[CH:19]=[CH:18][N:17]=2)[CH:8]=[CH:9][C:10]=1[O:11][CH3:12], predict the reactants needed to synthesize it. The reactants are: [OH-].[Na+].[CH3:3][O:4][C:5]1[CH:6]=[C:7]([CH2:13][CH2:14][O:15][C:16]2[N:21]=[C:20]([C:22]3[CH:23]=[C:24]([CH:30]=[CH:31][CH:32]=3)[C:25]([O:27]CC)=[O:26])[CH:19]=[CH:18][N:17]=2)[CH:8]=[CH:9][C:10]=1[O:11][CH3:12].